Dataset: Full USPTO retrosynthesis dataset with 1.9M reactions from patents (1976-2016). Task: Predict the reactants needed to synthesize the given product. (1) The reactants are: [C:1]([CH2:3][C:4]([O:6][CH2:7][C:8]1[CH:13]=[CH:12][CH:11]=[CH:10][CH:9]=1)=[O:5])#[N:2].C(=O)([O-])[O-].[K+].[K+].[N+:20]([C:23]1[CH:24]=[C:25]([CH3:30])[CH:26]=[CH:27][C:28]=1Cl)([O-:22])=[O:21].Cl. Given the product [C:1]([CH:3]([C:28]1[CH:27]=[CH:26][C:25]([CH3:30])=[CH:24][C:23]=1[N+:20]([O-:22])=[O:21])[C:4]([O:6][CH2:7][C:8]1[CH:13]=[CH:12][CH:11]=[CH:10][CH:9]=1)=[O:5])#[N:2], predict the reactants needed to synthesize it. (2) Given the product [CH2:13]([O:20][C:21]1[CH:22]=[CH:23][C:24]([CH2:27][C:28]([C:2]2[CH:7]=[CH:6][CH:5]=[CH:4][N:3]=2)=[O:29])=[CH:25][CH:26]=1)[C:14]1[CH:15]=[CH:16][CH:17]=[CH:18][CH:19]=1, predict the reactants needed to synthesize it. The reactants are: Br[C:2]1[CH:7]=[CH:6][CH:5]=[CH:4][N:3]=1.[Li]C(C)(C)C.[CH2:13]([O:20][C:21]1[CH:26]=[CH:25][C:24]([CH2:27][C:28](N(OC)C)=[O:29])=[CH:23][CH:22]=1)[C:14]1[CH:19]=[CH:18][CH:17]=[CH:16][CH:15]=1. (3) Given the product [CH2:21]([O:28][CH2:29][CH2:30][O:31][CH2:32][CH2:33][O:34][CH2:35][CH2:36][O:37][CH2:38][CH2:39][O:40][CH2:13][CH2:12][O:11][CH2:10][CH2:9][O:8][CH2:7][CH2:6][O:5][CH2:4][CH2:3][OH:15])[C:22]1[CH:23]=[CH:24][CH:25]=[CH:26][CH:27]=1, predict the reactants needed to synthesize it. The reactants are: [H-].[Na+].[CH2:3]([OH:15])[CH2:4][O:5][CH2:6][CH2:7][O:8][CH2:9][CH2:10][O:11][CH2:12][CH2:13]O.S([O-])(=O)(=O)C.[CH2:21]([O:28][CH2:29][CH2:30][O:31][CH2:32][CH2:33][O:34][CH2:35][CH2:36][O:37][CH2:38][CH2:39][OH:40])[C:22]1[CH:27]=[CH:26][CH:25]=[CH:24][CH:23]=1. (4) Given the product [OH:27][CH2:26][CH2:25][CH2:24][CH2:23][CH2:22][CH2:21][O:13][C:10]1[CH:9]=[CH:8][C:7]([C:1]2[CH:2]=[CH:3][CH:4]=[CH:5][CH:6]=2)=[CH:12][CH:11]=1, predict the reactants needed to synthesize it. The reactants are: [C:1]1([C:7]2[CH:12]=[CH:11][C:10]([OH:13])=[CH:9][CH:8]=2)[CH:6]=[CH:5][CH:4]=[CH:3][CH:2]=1.C(=O)([O-])[O-].[K+].[K+].Cl[CH2:21][CH2:22][CH2:23][CH2:24][CH2:25][CH2:26][OH:27]. (5) Given the product [CH3:1][O:2][C:3](=[O:77])/[CH:4]=[CH:5]\[CH:6]=[CH:7]\[C@@H:8]([CH3:76])[C@@H:9]([O:68][Si:69]([C:72]([CH3:75])([CH3:74])[CH3:73])([CH3:70])[CH3:71])[CH2:10][C@H:11]([O:60][Si:61]([C:64]([CH3:67])([CH3:66])[CH3:65])([CH3:62])[CH3:63])/[CH:12]=[CH:13]\[C@H:14]([CH3:59])[C@H:15]([O:51][Si:52]([C:55]([CH3:56])([CH3:57])[CH3:58])([CH3:54])[CH3:53])[C@@H:16]([CH3:50])[CH2:17][C@@H:18]([CH3:49])[CH2:19][CH2:20][C@@H:21]([O:41][Si:42]([C:45]([CH3:46])([CH3:47])[CH3:48])([CH3:43])[CH3:44])[C@H:22]([CH3:40])[C@@H:23]([OH:30])[C@@H:24]([CH3:29])/[CH:25]=[CH:26]\[CH:27]=[CH2:28], predict the reactants needed to synthesize it. The reactants are: [CH3:1][O:2][C:3](=[O:77])/[CH:4]=[CH:5]\[CH:6]=[CH:7]\[C@@H:8]([CH3:76])[C@@H:9]([O:68][Si:69]([C:72]([CH3:75])([CH3:74])[CH3:73])([CH3:71])[CH3:70])[CH2:10][C@H:11]([O:60][Si:61]([C:64]([CH3:67])([CH3:66])[CH3:65])([CH3:63])[CH3:62])/[CH:12]=[CH:13]\[C@H:14]([CH3:59])[C@H:15]([O:51][Si:52]([C:55]([CH3:58])([CH3:57])[CH3:56])([CH3:54])[CH3:53])[C@@H:16]([CH3:50])[CH2:17][C@@H:18]([CH3:49])[CH2:19][CH2:20][C@@H:21]([O:41][Si:42]([C:45]([CH3:48])([CH3:47])[CH3:46])([CH3:44])[CH3:43])[C@H:22]([CH3:40])[C@@H:23]([O:30]CC1C=CC(OC)=CC=1)[C@@H:24]([CH3:29])/[CH:25]=[CH:26]\[CH:27]=[CH2:28].C(Cl)Cl.C(C1C(=O)C(Cl)=C(Cl)C(=O)C=1C#N)#N. (6) Given the product [CH3:1][O:2][C:3]1[CH:8]=[CH:7][C:6]([C:9]2[O:13][C:12]([C:14]3[CH:22]=[C:21]4[C:17]([CH:18]=[C:19]([C:23]5[C:28]([CH3:29])=[CH:27][C:26]([CH2:30][CH2:31][C:32]([OH:34])=[O:33])=[CH:25][C:24]=5[CH3:36])[NH:20]4)=[CH:16][CH:15]=3)=[N:11][N:10]=2)=[CH:5][CH:4]=1, predict the reactants needed to synthesize it. The reactants are: [CH3:1][O:2][C:3]1[CH:8]=[CH:7][C:6]([C:9]2[O:13][C:12]([C:14]3[CH:22]=[C:21]4[C:17]([CH:18]=[C:19]([C:23]5[C:28]([CH3:29])=[CH:27][C:26]([CH2:30][CH2:31][C:32]([O:34]C)=[O:33])=[CH:25][C:24]=5[CH3:36])[NH:20]4)=[CH:16][CH:15]=3)=[N:11][N:10]=2)=[CH:5][CH:4]=1.[OH-].[Na+]. (7) Given the product [Br:61][CH2:62][CH2:63][O:64][NH:65][C:24]([C:23]1[CH:22]=[N:21][N:18]2[CH:19]=[CH:20][C:15]([N:11]3[CH2:12][CH2:13][CH2:14][C@@H:10]3[C:4]3[C:5]([O:8][CH3:9])=[N:6][CH:7]=[C:2]([F:1])[CH:3]=3)=[N:16][C:17]=12)=[O:26], predict the reactants needed to synthesize it. The reactants are: [F:1][C:2]1[CH:3]=[C:4]([C@H:10]2[CH2:14][CH2:13][CH2:12][N:11]2[C:15]2[CH:20]=[CH:19][N:18]3[N:21]=[CH:22][C:23]([C:24]([OH:26])=O)=[C:17]3[N:16]=2)[C:5]([O:8][CH3:9])=[N:6][CH:7]=1.CN(C(ON1N=NC2C=CC=NC1=2)=[N+](C)C)C.F[P-](F)(F)(F)(F)F.CCN(C(C)C)C(C)C.Br.[Br:61][CH2:62][CH2:63][O:64][NH2:65].